Dataset: NCI-60 drug combinations with 297,098 pairs across 59 cell lines. Task: Regression. Given two drug SMILES strings and cell line genomic features, predict the synergy score measuring deviation from expected non-interaction effect. Drug 1: COC1=C(C=C2C(=C1)N=CN=C2NC3=CC(=C(C=C3)F)Cl)OCCCN4CCOCC4. Drug 2: CNC(=O)C1=NC=CC(=C1)OC2=CC=C(C=C2)NC(=O)NC3=CC(=C(C=C3)Cl)C(F)(F)F. Cell line: MALME-3M. Synergy scores: CSS=58.4, Synergy_ZIP=5.20, Synergy_Bliss=6.66, Synergy_Loewe=4.18, Synergy_HSA=6.46.